This data is from Reaction yield outcomes from USPTO patents with 853,638 reactions. The task is: Predict the reaction yield, written as a fraction of the theoretical maximum amount of product (1.0 means a 100% yield; for example, 0.34 means a 34% yield). (1) The reactants are [CH3:1][O:2][C:3]1[CH:22]=[CH:21][C:6]([CH2:7][O:8][C@H:9]([C@H:11]([CH2:16][CH2:17][CH:18]([CH3:20])[CH3:19])[C@@H:12]([OH:15])[CH:13]=[CH2:14])[CH3:10])=[CH:5][CH:4]=1.[H-].[Na+].[CH2:25](Br)[C:26]1[CH:31]=[CH:30][CH:29]=[CH:28][CH:27]=1. The catalyst is CN(C=O)C. The product is [CH2:25]([O:15][C@H:12]([C@@H:11]([CH2:16][CH2:17][CH:18]([CH3:19])[CH3:20])[C@@H:9]([O:8][CH2:7][C:6]1[CH:5]=[CH:4][C:3]([O:2][CH3:1])=[CH:22][CH:21]=1)[CH3:10])[CH:13]=[CH2:14])[C:26]1[CH:31]=[CH:30][CH:29]=[CH:28][CH:27]=1. The yield is 0.910. (2) The reactants are [CH2:1]([NH:3][C:4]([C:6]1[C:10](Br)=[C:9]([C:12]2[CH:17]=[C:16]([Cl:18])[C:15]([O:19][CH2:20][C:21]3[CH:26]=[CH:25][CH:24]=[CH:23][CH:22]=3)=[CH:14][C:13]=2[O:27][CH2:28][C:29]2[CH:34]=[CH:33][CH:32]=[CH:31][CH:30]=2)[O:8][N:7]=1)=[O:5])[CH3:2].[CH3:35][N:36]1[CH2:41][CH2:40][N:39]([C:42]2[CH:47]=[CH:46][CH:45]=[C:44](B3OC(C)(C)C(C)(C)O3)[CH:43]=2)[CH2:38][CH2:37]1. No catalyst specified. The product is [CH2:1]([NH:3][C:4]([C:6]1[C:10]([C:44]2[CH:45]=[CH:46][CH:47]=[C:42]([N:39]3[CH2:40][CH2:41][N:36]([CH3:35])[CH2:37][CH2:38]3)[CH:43]=2)=[C:9]([C:12]2[CH:17]=[C:16]([Cl:18])[C:15]([O:19][CH2:20][C:21]3[CH:26]=[CH:25][CH:24]=[CH:23][CH:22]=3)=[CH:14][C:13]=2[O:27][CH2:28][C:29]2[CH:34]=[CH:33][CH:32]=[CH:31][CH:30]=2)[O:8][N:7]=1)=[O:5])[CH3:2]. The yield is 0.830. (3) The reactants are [F:1][C:2]1[CH:7]=[CH:6][C:5](I)=[CH:4][C:3]=1[F:9].[C:10]([O:15][CH2:16][CH3:17])(=[O:14])[C:11]#[C:12][CH3:13].N1CCC[C@H]1C(O)=O.C(=O)([O-])[O-].[Na+].[Na+].[N-:32]=[N+:33]=[N-:34].[Na+]. The catalyst is O.O.O.O.O.O.S([O-])([O-])(=O)=O.[Cu+2].CS(C)=O. The product is [F:9][C:3]1[CH:4]=[C:5]([N:32]2[C:12]([CH3:13])=[C:11]([C:10]([O:15][CH2:16][CH3:17])=[O:14])[N:34]=[N:33]2)[CH:6]=[CH:7][C:2]=1[F:1]. The yield is 0.239. (4) The reactants are Br[C:2]1[CH:7]=[CH:6][C:5]([CH2:8][N:9]2[C:15](=[O:16])[C:14]3[C:17]([F:24])=[CH:18][C:19]([CH:21]4[CH2:23][CH2:22]4)=[CH:20][C:13]=3[O:12][CH2:11][CH2:10]2)=[C:4]([CH3:25])[CH:3]=1.Cl[C:27]1[CH:32]=[CH:31][N:30]=[C:29]([NH2:33])[C:28]=1[N+:34]([O-])=O.CC1(C)C(C)(C)OB(B2OC(C)(C)C(C)(C)O2)O1.[OH:55][CH:56]([CH2:67][OH:68])[CH2:57][O:58][C:59]1[CH:60]=[CH:61][C:62]([CH:65]=O)=[N:63][CH:64]=1. No catalyst specified. The product is [CH:21]1([C:19]2[CH:18]=[C:17]([F:24])[C:14]3[C:15](=[O:16])[N:9]([CH2:8][C:5]4[CH:6]=[CH:7][C:2]([C:27]5[CH:32]=[CH:31][N:30]=[C:29]6[NH:33][C:65]([C:62]7[CH:61]=[CH:60][C:59]([O:58][CH2:57][CH:56]([OH:55])[CH2:67][OH:68])=[CH:64][N:63]=7)=[N:34][C:28]=56)=[CH:3][C:4]=4[CH3:25])[CH2:10][CH2:11][O:12][C:13]=3[CH:20]=2)[CH2:23][CH2:22]1. The yield is 0.160. (5) The reactants are I[C:2]1[CH:7]=[CH:6][CH:5]=[CH:4][CH:3]=1.[C:8]1(OB(O)O)[CH:13]=[CH:12][CH:11]=[CH:10][CH:9]=1.C([O-])([O-])=O.[K+].[K+]. The catalyst is O.C(O)C. The product is [C:2]1([C:8]2[CH:13]=[CH:12][CH:11]=[CH:10][CH:9]=2)[CH:7]=[CH:6][CH:5]=[CH:4][CH:3]=1. The yield is 0.900. (6) The reactants are [CH3:1][C:2]1[CH:3]=[C:4]([NH2:8])[CH:5]=[N:6][CH:7]=1.C[Si]([NH-])(C)C.C[Si]([NH-])(C)C.[Na+].[Na+].[C:21]([O:25][C:26](O[C:26]([O:25][C:21]([CH3:24])([CH3:23])[CH3:22])=[O:27])=[O:27])([CH3:24])([CH3:23])[CH3:22]. The catalyst is C1COCC1. The product is [CH3:1][C:2]1[CH:3]=[C:4]([NH:8][C:26](=[O:27])[O:25][C:21]([CH3:24])([CH3:23])[CH3:22])[CH:5]=[N:6][CH:7]=1. The yield is 0.880. (7) The reactants are [NH2:1][C:2]1[C:10]([N+:11]([O-:13])=[O:12])=[CH:9][C:5]([C:6]([OH:8])=O)=[C:4]([C:14]([O:16]C)=O)[C:3]=1[CH3:18].CCN=C=NCCCN(C)C.Cl.C1C=CC2N(O)N=NC=2C=1.[CH3:41][N:42]([CH3:46])[CH2:43][CH2:44][NH2:45]. The catalyst is C1COCC1.C(N(CC)CC)C. The product is [NH2:1][C:2]1[C:3]([CH3:18])=[C:4]2[C:5](=[CH:9][C:10]=1[N+:11]([O-:13])=[O:12])[C:6](=[O:8])[N:45]([CH2:44][CH2:43][N:42]([CH3:46])[CH3:41])[C:14]2=[O:16]. The yield is 0.900. (8) The reactants are [OH:1][C:2]1[CH:10]=[C:6]([C:7]([OH:9])=[O:8])[C:5]([NH2:11])=[CH:4][CH:3]=1.C(=O)([O-])O.[Na+].Cl[C:18]([O:20][CH2:21][C:22]1[CH:27]=[CH:26][CH:25]=[CH:24][CH:23]=1)=[O:19].Cl. The catalyst is C(OCC)C.O. The product is [CH2:21]([O:20][C:18]([NH:11][C:5]1[CH:4]=[CH:3][C:2]([OH:1])=[CH:10][C:6]=1[C:7]([OH:9])=[O:8])=[O:19])[C:22]1[CH:27]=[CH:26][CH:25]=[CH:24][CH:23]=1. The yield is 0.980.